This data is from Forward reaction prediction with 1.9M reactions from USPTO patents (1976-2016). The task is: Predict the product of the given reaction. (1) Given the reactants [OH:1][C:2]1[CH:3]=[CH:4][CH:5]=[C:6]2[C:10]=1[NH:9][CH:8]=[CH:7]2.C(=O)([O-])[O-].[K+].[K+].I[CH2:18][CH2:19][CH2:20][CH3:21], predict the reaction product. The product is: [CH2:18]([O:1][C:2]1[CH:3]=[CH:4][CH:5]=[C:6]2[C:10]=1[NH:9][CH:8]=[CH:7]2)[CH2:19][CH2:20][CH3:21]. (2) Given the reactants [CH3:1][NH:2][CH2:3][CH2:4][N:5]([CH2:11][C:12]1[CH:13]=[C:14]([CH:48]=[CH:49][CH:50]=1)[C:15]([NH:17][C:18]1[S:19][C:20]2[CH2:47][CH2:46][CH2:45][CH2:44][C:21]=2[C:22]=1[C:23]([NH:25][C:26]1[CH:31]=[CH:30][C:29]([CH2:32][CH2:33][C:34]2[CH:43]=[CH:42][C:37]([C:38]([O:40][CH3:41])=[O:39])=[CH:36][CH:35]=2)=[CH:28][CH:27]=1)=[O:24])=[O:16])[CH:6]([CH2:9][CH3:10])[CH2:7][CH3:8].[CH2:51](N(C(C)C)C(C)C)C.[CH3:60][C:61]1([CH3:69])[CH2:67][CH2:66][C:65](=[O:68])[O:64][C:62]1=[O:63], predict the reaction product. The product is: [CH3:51][O:64][C:62](=[O:63])[C:61]([CH3:69])([CH3:60])[CH2:67][CH2:66][C:65]([N:2]([CH3:1])[CH2:3][CH2:4][N:5]([CH2:11][C:12]1[CH:13]=[C:14]([CH:48]=[CH:49][CH:50]=1)[C:15]([NH:17][C:18]1[S:19][C:20]2[CH2:47][CH2:46][CH2:45][CH2:44][C:21]=2[C:22]=1[C:23]([NH:25][C:26]1[CH:31]=[CH:30][C:29]([CH2:32][CH2:33][C:34]2[CH:35]=[CH:36][C:37]([C:38]([O:40][CH3:41])=[O:39])=[CH:42][CH:43]=2)=[CH:28][CH:27]=1)=[O:24])=[O:16])[CH:6]([CH2:7][CH3:8])[CH2:9][CH3:10])=[O:68].